From a dataset of Reaction yield outcomes from USPTO patents with 853,638 reactions. Predict the reaction yield, written as a fraction of the theoretical maximum amount of product (1.0 means a 100% yield; for example, 0.34 means a 34% yield). The reactants are [CH:1]1[C:10]2[C:5](=[CH:6][CH:7]=[CH:8][CH:9]=2)[CH:4]=[CH:3][C:2]=1[C:11]([C:13]1[CH:17]=[CH:16][NH:15][CH:14]=1)=[O:12].[Cl:18][CH2:19][C:20](Cl)=[O:21].[Cl-].[Al+3].[Cl-].[Cl-]. The catalyst is ClCCCl. The product is [Cl:18][CH2:19][C:20]([C:16]1[NH:15][CH:14]=[C:13]([C:11]([C:2]2[CH:3]=[CH:4][C:5]3[C:10](=[CH:9][CH:8]=[CH:7][CH:6]=3)[CH:1]=2)=[O:12])[CH:17]=1)=[O:21]. The yield is 0.810.